This data is from Reaction yield outcomes from USPTO patents with 853,638 reactions. The task is: Predict the reaction yield, written as a fraction of the theoretical maximum amount of product (1.0 means a 100% yield; for example, 0.34 means a 34% yield). (1) The reactants are CC(C)([O-])C.[K+].[Cl-].[CH3:8][O:9][CH2:10][P+](C1C=CC=CC=1)(C1C=CC=CC=1)C1C=CC=CC=1.[Br:30][C:31]1[CH:32]=[CH:33][C:34]([F:39])=[C:35]([CH:38]=1)[CH:36]=O.[Cl-].[NH4+]. The catalyst is C1COCC1. The product is [Br:30][C:31]1[CH:32]=[CH:33][C:34]([F:39])=[C:35]([CH:36]=[CH:8][O:9][CH3:10])[CH:38]=1. The yield is 0.900. (2) The reactants are [C:1]1([S:7]([OH:9])=[O:8])[CH:6]=[CH:5][CH:4]=[CH:3][CH:2]=1.[Cl-].[Ca+2].[Cl-].[F:13][C:14]1[CH:28]=[CH:27][C:17]([O:18][CH2:19][C@H:20]2[O:25][CH:24](O)[CH2:23][CH2:22][CH2:21]2)=[CH:16][CH:15]=1. The catalyst is C(Cl)Cl. The product is [C:1]1([S:7]([CH:24]2[CH2:23][CH2:22][CH2:21][C@@H:20]([CH2:19][O:18][C:17]3[CH:16]=[CH:15][C:14]([F:13])=[CH:28][CH:27]=3)[O:25]2)(=[O:9])=[O:8])[CH:6]=[CH:5][CH:4]=[CH:3][CH:2]=1. The yield is 0.700. (3) The reactants are [F:1][C:2]([F:26])([F:25])[CH:3]([CH2:8][N:9]1[CH2:14][CH2:13][CH2:12][CH:11]([C:15]2[CH:20]=[CH:19][CH:18]=[C:17]([C:21]([F:24])([F:23])[F:22])[CH:16]=2)[CH2:10]1)[CH2:4][C:5](O)=[O:6].[CH3:27][C:28]1[CH:37]=[CH:36][C:31]([C:32]([NH:34][NH2:35])=O)=[CH:30][N:29]=1.O=P(Cl)(Cl)Cl.C([O-])([O-])=O.[Na+].[Na+]. No catalyst specified. The product is [CH3:27][C:28]1[CH:37]=[CH:36][C:31]([C:32]2[O:6][C:5]([CH2:4][CH:3]([CH2:8][N:9]3[CH2:14][CH2:13][CH2:12][CH:11]([C:15]4[CH:20]=[CH:19][CH:18]=[C:17]([C:21]([F:23])([F:22])[F:24])[CH:16]=4)[CH2:10]3)[C:2]([F:26])([F:1])[F:25])=[N:35][N:34]=2)=[CH:30][N:29]=1. The yield is 0.150. (4) The reactants are [CH:1]([C@H:14]1[CH2:19][C@H:18](OS(C)(=O)=O)[CH2:17][CH2:16][O:15]1)([C:8]1[CH:13]=[CH:12][CH:11]=[CH:10][CH:9]=1)[C:2]1[CH:7]=[CH:6][CH:5]=[CH:4][CH:3]=1.[N-:25]=[N+:26]=[N-:27].[Na+]. The catalyst is CN(C=O)C.C(OCC)C. The product is [N:25]([C@H:18]1[CH2:17][CH2:16][O:15][C@@H:14]([CH:1]([C:8]2[CH:13]=[CH:12][CH:11]=[CH:10][CH:9]=2)[C:2]2[CH:7]=[CH:6][CH:5]=[CH:4][CH:3]=2)[CH2:19]1)=[N+:26]=[N-:27]. The yield is 0.827. (5) The reactants are [F:1][C:2]1[CH:7]=[CH:6][C:5]([NH:8][C:9](=[O:23])[C:10]2[CH:15]=[C:14]([N:16]3[CH2:21][CH2:20][O:19][CH2:18][CH2:17]3)[CH:13]=[C:12]([F:22])[CH:11]=2)=[CH:4][C:3]=1[NH:24][C:25](=[O:41])[C:26]1[CH:31]=[C:30]([N:32]2[CH2:38][CH2:37][CH2:36][N:35]([CH3:39])[CH2:34][CH2:33]2)[CH:29]=[CH:28][C:27]=1[NH2:40].[CH:42](OCC)(OCC)OCC. No catalyst specified. The product is [F:1][C:2]1[CH:7]=[CH:6][C:5]([NH:8][C:9](=[O:23])[C:10]2[CH:15]=[C:14]([N:16]3[CH2:17][CH2:18][O:19][CH2:20][CH2:21]3)[CH:13]=[C:12]([F:22])[CH:11]=2)=[CH:4][C:3]=1[N:24]1[C:25](=[O:41])[C:26]2[C:27](=[CH:28][CH:29]=[C:30]([N:32]3[CH2:38][CH2:37][CH2:36][N:35]([CH3:39])[CH2:34][CH2:33]3)[CH:31]=2)[N:40]=[CH:42]1. The yield is 0.630. (6) The reactants are [CH3:1][C:2]1[O:3][C:4]([C:7]2[CH:8]=[CH:9][C:10]3[O:14][CH:13]=[C:12]([C:15]4[CH:20]=[CH:19][C:18]([S:21][CH3:22])=[CH:17][CH:16]=4)[C:11]=3[CH:23]=2)=[N:5][N:6]=1.ClC1C=CC=C(C(OO)=[O:32])C=1. The catalyst is ClCCl. The product is [CH3:1][C:2]1[O:3][C:4]([C:7]2[CH:8]=[CH:9][C:10]3[O:14][CH:13]=[C:12]([C:15]4[CH:16]=[CH:17][C:18]([S:21]([CH3:22])=[O:32])=[CH:19][CH:20]=4)[C:11]=3[CH:23]=2)=[N:5][N:6]=1. The yield is 0.840. (7) The reactants are [C:1](SC)(=O)[S:2]C.[C:7]([OH:13])(=[O:12])/[CH:8]=[CH:9]/[CH2:10][CH3:11].[OH-].[K+]. No catalyst specified. The product is [CH3:1][S:2][CH:9]([CH2:10][CH3:11])[CH2:8][C:7]([OH:13])=[O:12]. The yield is 0.910. (8) The reactants are I[C:2]1[CH:7]=[N:6][CH:5]=[C:4]([I:8])[N:3]=1.[CH2:9]([C@H:13]1[CH2:18][NH:17][CH2:16][CH2:15][N:14]1[C:19]([O:21][C:22]([CH3:25])([CH3:24])[CH3:23])=[O:20])[CH:10]([CH3:12])[CH3:11].C([O-])([O-])=O.[K+].[K+]. The catalyst is CN(C=O)C.C(OCC)(=O)C.O.[Cl-].[Na+].O. The product is [I:8][C:4]1[N:3]=[C:2]([N:17]2[CH2:16][CH2:15][N:14]([C:19]([O:21][C:22]([CH3:23])([CH3:24])[CH3:25])=[O:20])[C@@H:13]([CH2:9][CH:10]([CH3:12])[CH3:11])[CH2:18]2)[CH:7]=[N:6][CH:5]=1. The yield is 0.780.